This data is from Full USPTO retrosynthesis dataset with 1.9M reactions from patents (1976-2016). The task is: Predict the reactants needed to synthesize the given product. (1) Given the product [CH2:1]([O:4][C:5]1[CH:6]=[C:7]([CH2:8][OH:9])[CH:10]=[CH:11][C:12]=1[O:13][CH2:14][CH2:15][Br:16])[C:2]#[CH:3], predict the reactants needed to synthesize it. The reactants are: [CH2:1]([O:4][C:5]1[CH:6]=[C:7]([CH:10]=[CH:11][C:12]=1[O:13][CH2:14][CH2:15][Br:16])[CH:8]=[O:9])[C:2]#[CH:3].[BH4-].[Na+]. (2) Given the product [NH2:5][C:4]1[C:3]2[C:2](=[N:9][C:8]([C:10]3[CH:11]=[CH:12][C:13]([CH2:16][N:17]4[CH2:22][CH2:21][CH:20]([N:23]5[C:27]6[CH:28]=[CH:29][CH:30]=[CH:31][C:26]=6[NH:25][C:24]5=[O:32])[CH2:19][CH2:18]4)=[CH:14][CH:15]=3)=[C:7]([C:33]3[CH:38]=[CH:37][CH:36]=[CH:35][CH:34]=3)[CH:6]=2)[NH:40][N:39]=1, predict the reactants needed to synthesize it. The reactants are: Cl[C:2]1[N:9]=[C:8]([C:10]2[CH:15]=[CH:14][C:13]([CH2:16][N:17]3[CH2:22][CH2:21][CH:20]([N:23]4[C:27]5[CH:28]=[CH:29][CH:30]=[CH:31][C:26]=5[NH:25][C:24]4=[O:32])[CH2:19][CH2:18]3)=[CH:12][CH:11]=2)[C:7]([C:33]2[CH:38]=[CH:37][CH:36]=[CH:35][CH:34]=2)=[CH:6][C:3]=1[C:4]#[N:5].[NH2:39][NH2:40]. (3) Given the product [CH2:1]([C:8]1[CH:9]=[N:10][C:11]2[C:16]([C:17]=1[C:18]1[CH:19]=[C:20]([NH:24][CH2:32][C:31]3[CH:34]=[CH:35][CH:36]=[C:37]([CH3:38])[C:30]=3[CH3:29])[CH:21]=[CH:22][CH:23]=1)=[CH:15][CH:14]=[CH:13][C:12]=2[C:25]([F:28])([F:26])[F:27])[C:2]1[CH:3]=[CH:4][CH:5]=[CH:6][CH:7]=1, predict the reactants needed to synthesize it. The reactants are: [CH2:1]([C:8]1[CH:9]=[N:10][C:11]2[C:16]([C:17]=1[C:18]1[CH:19]=[C:20]([NH2:24])[CH:21]=[CH:22][CH:23]=1)=[CH:15][CH:14]=[CH:13][C:12]=2[C:25]([F:28])([F:27])[F:26])[C:2]1[CH:7]=[CH:6][CH:5]=[CH:4][CH:3]=1.[CH3:29][C:30]1[C:37]([CH3:38])=[CH:36][CH:35]=[CH:34][C:31]=1[CH:32]=O. (4) Given the product [CH3:23][C:21]1[N:22]=[C:17]([NH:16][CH2:15][C@H:14]([NH:39][S:40]([C:43]2[C:52]3[C:47](=[CH:48][CH:49]=[CH:50][CH:51]=3)[CH:46]=[CH:45][CH:44]=2)(=[O:41])=[O:42])[C:13]([OH:53])=[O:12])[C:18]2[CH:26]=[CH:25][N:24]([CH2:27][CH2:28][CH2:29][C:30](=[O:38])[NH:31][C:32]3[NH:33][CH2:34][CH2:35][CH2:36][N:37]=3)[C:19]=2[N:20]=1, predict the reactants needed to synthesize it. The reactants are: C(O)(C(F)(F)F)=O.C([O:12][C:13](=[O:53])[C@@H:14]([NH:39][S:40]([C:43]1[C:52]2[C:47](=[CH:48][CH:49]=[CH:50][CH:51]=2)[CH:46]=[CH:45][CH:44]=1)(=[O:42])=[O:41])[CH2:15][NH:16][C:17]1[C:18]2[CH:26]=[CH:25][N:24]([CH2:27][CH2:28][CH2:29][C:30](=[O:38])[NH:31][C:32]3[NH:33][CH2:34][CH2:35][CH2:36][N:37]=3)[C:19]=2[N:20]=[C:21]([CH3:23])[N:22]=1)(C)(C)C. (5) Given the product [CH:25](/[C:2]1[N:3]=[C:4]([NH2:24])[C:5]2[N:6]=[C:7]([NH:20][CH2:21][CH2:22][CH3:23])[N:8]([C:18]=2[N:19]=1)[C@@H:9]1[O:17][C@H:14]([CH2:15][OH:16])[C@@H:12]([OH:13])[C@H:10]1[OH:11])=[CH:26]\[CH2:27][CH2:28][CH2:29][CH3:30], predict the reactants needed to synthesize it. The reactants are: I[C:2]1[N:3]=[C:4]([NH2:24])[C:5]2[N:6]=[C:7]([NH:20][CH2:21][CH2:22][CH3:23])[N:8]([C:18]=2[N:19]=1)[C@@H:9]1[O:17][C@H:14]([CH2:15][OH:16])[C@@H:12]([OH:13])[C@H:10]1[OH:11].[CH2:25]=[CH:26][CH2:27][CH2:28][CH2:29][CH3:30]. (6) Given the product [S:1]1[C:5]2[CH:6]=[CH:7][CH:8]=[CH:9][C:4]=2[N:3]=[C:2]1[N:10]1[C:14](=[O:15])[C:13](=[CH:23][N:24]([CH3:26])[CH3:25])[C:12]([C:16]2[S:17][CH:18]=[CH:19][CH:20]=2)=[N:11]1, predict the reactants needed to synthesize it. The reactants are: [S:1]1[C:5]2[CH:6]=[CH:7][CH:8]=[CH:9][C:4]=2[N:3]=[C:2]1[N:10]1[C:14](=[O:15])[CH:13]=[C:12]([C:16]2[S:17][CH:18]=[CH:19][CH:20]=2)[NH:11]1.CO[CH:23](OC)[N:24]([CH3:26])[CH3:25]. (7) Given the product [CH2:1]([O:3][C:4](=[O:17])[CH:5]([C:6]1[CH:11]=[CH:10][C:9]([O:12][CH3:13])=[CH:8][C:7]=1[O:14][CH3:15])[N:16]1[C:24]([CH2:23][OH:22])=[CH:25][N:20]=[C:19]1[SH:18])[CH3:2], predict the reactants needed to synthesize it. The reactants are: [CH2:1]([O:3][C:4](=[O:17])[CH:5]([NH2:16])[C:6]1[CH:11]=[CH:10][C:9]([O:12][CH3:13])=[CH:8][C:7]=1[O:14][CH3:15])[CH3:2].[S-:18][C:19]#[N:20].[K+].[OH:22][CH:23](O)[C:24](=O)[CH3:25].C(O)(=O)C. (8) Given the product [ClH:7].[CH3:15][NH:16][CH2:17][C:18]([O:20][CH2:21][N:22]1[C:31]2[C:26](=[C:27]([F:36])[CH:28]=[CH:29][C:30]=2[O:32][CH2:33][CH2:34][CH3:35])[C:25](=[O:37])[C:24]([C:38]2[CH:43]=[CH:42][C:41]([O:44][CH3:45])=[CH:40][CH:39]=2)=[CH:23]1)=[O:19], predict the reactants needed to synthesize it. The reactants are: C(OC(=O)C)C.[ClH:7].C(OC([CH2:15][NH:16][CH2:17][C:18]([O:20][CH2:21][N:22]1[C:31]2[C:26](=[C:27]([F:36])[CH:28]=[CH:29][C:30]=2[O:32][CH2:33][CH2:34][CH3:35])[C:25](=[O:37])[C:24]([C:38]2[CH:43]=[CH:42][C:41]([O:44][CH3:45])=[CH:40][CH:39]=2)=[CH:23]1)=[O:19])=O)(C)(C)C.